Dataset: Catalyst prediction with 721,799 reactions and 888 catalyst types from USPTO. Task: Predict which catalyst facilitates the given reaction. (1) Reactant: [NH2:1][C@@H:2]1[C:11]2[C:6](=[CH:7][CH:8]=[CH:9][CH:10]=2)[C@H:5]([OH:12])[CH2:4][CH2:3]1.[H-].[Na+].F[C:16]1[CH:17]=[CH:18][C:19]2[N:20]([C:22]([C@@H:25]3[CH2:29][C:28]([CH3:31])([CH3:30])[CH2:27][N:26]3[CH3:32])=[N:23][N:24]=2)[CH:21]=1.N. Product: [CH3:32][N:26]1[CH2:27][C:28]([CH3:31])([CH3:30])[CH2:29][C@H:25]1[C:22]1[N:20]2[CH:21]=[C:16]([O:12][C@H:5]3[C:6]4[C:11](=[CH:10][CH:9]=[CH:8][CH:7]=4)[C@@H:2]([NH2:1])[CH2:3][CH2:4]3)[CH:17]=[CH:18][C:19]2=[N:24][N:23]=1. The catalyst class is: 655. (2) Reactant: [C:1](O)(C(F)(F)F)=O.[Zn](CC)CC.C(I)I.[F:16][C:17]1[CH:18]=[C:19]([CH:22]=[CH:23][C:24]=1[CH:25]1[N:29]2[CH:30]=[N:31][CH:32]=[C:28]2[C:27](=[CH2:33])[CH2:26]1)[C:20]#[N:21]. Product: [F:16][C:17]1[CH:18]=[C:19]([C:20]#[N:21])[CH:22]=[CH:23][C:24]=1[CH:25]1[N:29]2[CH:30]=[N:31][CH:32]=[C:28]2[C:27]2([CH2:1][CH2:33]2)[CH2:26]1. The catalyst class is: 2. (3) Reactant: [F:1][C:2]([F:12])([C:8]([F:11])([F:10])[F:9])[C:3]([O:5][CH2:6][CH3:7])=[O:4].[BH4-].[Na+].Cl. The catalyst class is: 5. Product: [CH2:6]([O:5][CH:3]([OH:4])[C:2]([F:12])([F:1])[C:8]([F:10])([F:11])[F:9])[CH3:7]. (4) Reactant: C(O[C:4]([C:6]1[C:12]2NC3C=CC=CC=3[C:11]=2CCNC=1)=O)C.[CH2:20]([O:22][C:23]([C:25]1[C:31]2[NH:32][C:33]3[CH:34]=[C:35](O)[CH:36]=[CH:37][C:38]=3[C:30]=2[C:29]([CH3:41])([CH3:40])[CH2:28][N:27]([C:42](=[O:51])[C:43]2[CH:48]=[CH:47][C:46]([F:49])=[C:45](F)[CH:44]=2)[CH:26]=1)=[O:24])[CH3:21].[CH2:52]([N:54](CC)[CH2:55]C)C.[CH2:59]([N:62]=[C:63]=[O:64])[CH2:60][CH3:61]. Product: [CH2:20]([O:22][C:23]([C:25]1[C:31]2[NH:32][C:33]3[CH:34]=[CH:35][C:36]([N:62]([CH2:59][C:60]4[CH:11]=[CH:12][CH:6]=[CH:4][CH:61]=4)[C:63]([N:54]([CH3:55])[CH3:52])=[O:64])=[CH:37][C:38]=3[C:30]=2[C:29]([CH3:41])([CH3:40])[CH2:28][N:27]([C:42](=[O:51])[C:43]2[CH:44]=[CH:45][C:46]([F:49])=[CH:47][CH:48]=2)[CH:26]=1)=[O:24])[CH3:21]. The catalyst class is: 2. (5) The catalyst class is: 20. Reactant: [C:1]1([C:7]2[O:8][C:9]([C:15]([F:18])([F:17])[F:16])=[C:10]([C:12](O)=[O:13])[N:11]=2)[CH:6]=[CH:5][CH:4]=[CH:3][CH:2]=1.CN1CCOCC1.ClC(OCC)=O.[H-].[Al+3].[Li+].[H-].[H-].[H-].[OH-].[Na+]. Product: [C:1]1([C:7]2[O:8][C:9]([C:15]([F:17])([F:18])[F:16])=[C:10]([CH2:12][OH:13])[N:11]=2)[CH:2]=[CH:3][CH:4]=[CH:5][CH:6]=1. (6) Reactant: C([C@H]1COC(=O)N1[C:14](=[O:37])[C@@H:15]([O:34][CH2:35][CH3:36])[C@@H:16]([C:18]1[CH:23]=[CH:22][C:21]([O:24][CH2:25][C:26]2[CH:31]=[CH:30][CH:29]=[CH:28][CH:27]=2)=[CH:20][C:19]=1[CH2:32][CH3:33])[OH:17])C1C=CC=CC=1.[CH3:38][O-:39].[Na+]. Product: [CH3:38][O:39][C:14](=[O:37])[C@@H:15]([O:34][CH2:35][CH3:36])[C@@H:16]([C:18]1[CH:23]=[CH:22][C:21]([O:24][CH2:25][C:26]2[CH:27]=[CH:28][CH:29]=[CH:30][CH:31]=2)=[CH:20][C:19]=1[CH2:32][CH3:33])[OH:17]. The catalyst class is: 5. (7) Reactant: C([N:8]1[CH2:12][CH:11]2[C:13](=[O:17])[NH:14][C:15](=[O:16])[CH:10]2[CH2:9]1)C1C=CC=CC=1. Product: [C:13]1(=[O:17])[CH:11]2[CH2:12][NH:8][CH2:9][CH:10]2[C:15](=[O:16])[NH:14]1. The catalyst class is: 29. (8) Reactant: [Cl:1][C:2]1[N:3]=[N:4][C:5]([C:8]#[C:9][CH2:10][CH2:11][N:12]2[CH:16]=[N:15][CH:14]=[N:13]2)=[CH:6][CH:7]=1. Product: [Cl:1][C:2]1[N:3]=[N:4][C:5]([CH2:8][CH2:9][CH2:10][CH2:11][N:12]2[CH:16]=[N:15][CH:14]=[N:13]2)=[CH:6][CH:7]=1. The catalyst class is: 458. (9) Reactant: [NH:1]1[CH2:7][CH2:6][CH2:5][NH:4][CH2:3][CH2:2]1.CN(C=O)C.[Cl:13]([O-:17])(=[O:16])(=[O:15])=[O:14].CO[C:20]1[CH:25]=[CH:24][C:23]([N:26]=[N:27][C:28]2[N:32]([CH3:33])[CH:31]=[CH:30][N+:29]=2[CH3:34])=[CH:22][CH:21]=1. Product: [Cl:13]([O-:17])(=[O:16])(=[O:15])=[O:14].[N:1]1([C:20]2[CH:25]=[CH:24][C:23]([N:26]=[N:27][C:28]3[N:29]([CH3:34])[CH:30]=[CH:31][N+:32]=3[CH3:33])=[CH:22][CH:21]=2)[CH2:7][CH2:6][CH2:5][NH:4][CH2:3][CH2:2]1. The catalyst class is: 13.